This data is from Full USPTO retrosynthesis dataset with 1.9M reactions from patents (1976-2016). The task is: Predict the reactants needed to synthesize the given product. Given the product [OH:1][C:2]1[CH:10]=[CH:9][CH:8]=[C:7]2[C:3]=1[C:4](=[O:12])[N:14]([CH2:15][C:16]([O:18][CH3:19])=[O:17])[C:6]2=[O:11], predict the reactants needed to synthesize it. The reactants are: [OH:1][C:2]1[CH:10]=[CH:9][CH:8]=[C:7]2[C:3]=1[C:4](=[O:12])O[C:6]2=[O:11].Cl.[NH2:14][CH2:15][C:16]([O:18][CH3:19])=[O:17].